Task: Predict the reactants needed to synthesize the given product.. Dataset: Full USPTO retrosynthesis dataset with 1.9M reactions from patents (1976-2016) (1) Given the product [C:1]([O:5][C:6](=[O:36])[NH:7][C:8]1([C:12]2[CH:13]=[CH:14][C:15]([C:18]3[C:27](=[O:28])[C:26]4[C:21](=[CH:22][C:23]([F:37])=[CH:24][CH:25]=4)[O:20][C:19]=3[C:30]3[CH:35]=[CH:34][CH:33]=[CH:32][CH:31]=3)=[CH:16][CH:17]=2)[CH2:9][CH2:10][CH2:11]1)([CH3:3])([CH3:2])[CH3:4], predict the reactants needed to synthesize it. The reactants are: [C:1]([O:5][C:6](=[O:36])[NH:7][C:8]1([C:12]2[CH:17]=[CH:16][C:15]([C:18]3[C:27](=[O:28])[C:26]4[C:21](=[CH:22][CH:23]=[C:24](F)[CH:25]=4)[O:20][C:19]=3[C:30]3[CH:35]=[CH:34][CH:33]=[CH:32][CH:31]=3)=[CH:14][CH:13]=2)[CH2:11][CH2:10][CH2:9]1)([CH3:4])([CH3:3])[CH3:2].[F:37]C1C=C2C(C(=O)C(I)=C(C3C=CC=CC=3)O2)=CC=1. (2) Given the product [F:1][C:2]([F:7])([F:6])[C:3]([OH:5])=[O:4].[Cl:8][C:9]1[CH:14]=[CH:13][C:12]([NH:15][C:16](=[O:31])[CH2:17][N:18]2[CH2:19][CH2:20][NH:21][CH2:22][CH2:23]2)=[CH:11][C:10]=1[NH:32][C:33]1[S:34]/[C:35](=[CH:39]\[C:40]2[CH:41]=[C:42]3[C:47](=[CH:48][CH:49]=2)[N:46]=[CH:45][CH:44]=[CH:43]3)/[C:36](=[O:38])[N:37]=1, predict the reactants needed to synthesize it. The reactants are: [F:1][C:2]([F:7])([F:6])[C:3]([OH:5])=[O:4].[Cl:8][C:9]1[CH:14]=[CH:13][C:12]([NH:15][C:16](=[O:31])[CH2:17][N:18]2[CH2:23][CH2:22][N:21](C(OC(C)(C)C)=O)[CH2:20][CH2:19]2)=[CH:11][C:10]=1[NH:32][C:33]1[S:34]/[C:35](=[CH:39]\[C:40]2[CH:41]=[C:42]3[C:47](=[CH:48][CH:49]=2)[N:46]=[CH:45][CH:44]=[CH:43]3)/[C:36](=[O:38])[N:37]=1. (3) Given the product [O:1]1[CH2:6][CH2:5][O:4][C:3]2[CH:7]=[C:8]([C:11](=[O:12])[CH2:13][C:14]([O:15][CH2:16][CH3:20])=[O:22])[CH:9]=[CH:10][C:2]1=2, predict the reactants needed to synthesize it. The reactants are: [O:1]1[CH2:6][CH2:5][O:4][C:3]2[CH:7]=[C:8]([C:11]([CH:13]3C(=O)O[C:16](C)([CH3:20])[O:15][C:14]3=[O:22])=[O:12])[CH:9]=[CH:10][C:2]1=2. (4) Given the product [F:1][C:2]1[CH:7]=[C:6]([O:8][CH3:9])[CH:5]=[CH:4][C:3]=1[OH:10].[F:1][C:2]1[CH:7]=[C:6]([O:8][CH3:9])[CH:5]=[CH:4][C:3]=1[O:16][S:17]([C:20]([F:21])([F:22])[F:23])(=[O:18])=[O:19], predict the reactants needed to synthesize it. The reactants are: [F:1][C:2]1[CH:7]=[C:6]([O:8][CH3:9])[CH:5]=[CH:4][C:3]=1[OH:10].FC(F)(F)S([O:16][S:17]([C:20]([F:23])([F:22])[F:21])(=[O:19])=[O:18])(=O)=O. (5) Given the product [Si:1]([O:8][CH2:9][CH:10]([NH:19][CH2:20][C:21]([O:23][C:24]([CH3:27])([CH3:26])[CH3:25])=[O:22])[C:11]1[CH:12]=[CH:13][C:14]([C:17](=[N:28][OH:29])[NH2:18])=[CH:15][CH:16]=1)([C:4]([CH3:7])([CH3:6])[CH3:5])([CH3:3])[CH3:2], predict the reactants needed to synthesize it. The reactants are: [Si:1]([O:8][CH2:9][CH:10]([NH:19][CH2:20][C:21]([O:23][C:24]([CH3:27])([CH3:26])[CH3:25])=[O:22])[C:11]1[CH:16]=[CH:15][C:14]([C:17]#[N:18])=[CH:13][CH:12]=1)([C:4]([CH3:7])([CH3:6])[CH3:5])([CH3:3])[CH3:2].[NH2:28][OH:29]. (6) Given the product [CH:43]1([S:48]([NH:1][C:2]2[CH:19]=[CH:18][C:17]([C:20]([F:21])([F:22])[F:23])=[CH:16][C:3]=2[O:4][CH2:5][C:6]2[CH:7]=[CH:8][C:9]([C:10]([O:12][CH3:13])=[O:11])=[CH:14][CH:15]=2)=[O:49])[CH2:47][CH2:46][CH2:45][CH2:44]1, predict the reactants needed to synthesize it. The reactants are: [NH2:1][C:2]1[CH:19]=[CH:18][C:17]([C:20]([F:23])([F:22])[F:21])=[CH:16][C:3]=1[O:4][CH2:5][C:6]1[CH:15]=[CH:14][C:9]([C:10]([O:12][CH3:13])=[O:11])=[CH:8][CH:7]=1.C1(P(C2C=CC=CC=2)C2C=CC=CC=2)C=CC=CC=1.[CH:43]1([S:48](Cl)(=O)=[O:49])[CH2:47][CH2:46][CH2:45][CH2:44]1.O. (7) The reactants are: Cl[CH2:2][C:3]1[N:4]=[C:5]2[N:10]=[CH:9][C:8]([C:11]3[CH:16]=[CH:15][C:14]([F:17])=[CH:13][C:12]=3[C:18]([F:21])([F:20])[F:19])=[N:7][N:6]2[CH:22]=1.[OH:23][C:24]1[CH:29]=[CH:28][CH:27]=[CH:26][N:25]=1. Given the product [F:17][C:14]1[CH:15]=[CH:16][C:11]([C:8]2[CH:9]=[N:10][C:5]3[N:6]([CH:22]=[C:3]([CH2:2][O:23][C:24]4[CH:29]=[CH:28][CH:27]=[CH:26][N:25]=4)[N:4]=3)[N:7]=2)=[C:12]([C:18]([F:21])([F:20])[F:19])[CH:13]=1, predict the reactants needed to synthesize it.